From a dataset of Forward reaction prediction with 1.9M reactions from USPTO patents (1976-2016). Predict the product of the given reaction. (1) Given the reactants [CH2:1]([O:8][C:9]1[CH:10]=[C:11]([N:20]([C:28]([O:30][C:31]([CH3:34])([CH3:33])[CH3:32])=[O:29])[CH2:21][CH2:22][CH:23](OC)[O:24]C)[C:12]([I:19])=[C:13]2[C:18]=1[N:17]=[CH:16][CH:15]=[CH:14]2)[C:2]1[CH:7]=[CH:6][CH:5]=[CH:4][CH:3]=1.CC1C=CC(S(O)(=O)=O)=CC=1.O.O, predict the reaction product. The product is: [CH2:1]([O:8][C:9]1[CH:10]=[C:11]([N:20]([C:28]([O:30][C:31]([CH3:34])([CH3:33])[CH3:32])=[O:29])[CH2:21][CH2:22][CH:23]=[O:24])[C:12]([I:19])=[C:13]2[C:18]=1[N:17]=[CH:16][CH:15]=[CH:14]2)[C:2]1[CH:7]=[CH:6][CH:5]=[CH:4][CH:3]=1. (2) Given the reactants [Cl-].[Mg+2].[Cl-].[C:4]([OH:10])(=O)[CH2:5][C:6]([OH:8])=[O:7].[CH2:11]([K])[CH3:12].N1(C(N2C=CN=C2)=O)[CH:18]=[CH:17]N=C1.[F:26][C:27]1[CH:46]=[CH:45][CH:44]=[CH:43][C:28]=1[CH2:29][CH:30]1[CH2:35][CH:34]([C:36]([OH:38])=O)[CH2:33][CH2:32][N:31]1[C:39]([O:41][CH3:42])=[O:40], predict the reaction product. The product is: [CH2:11]([O:8][C:6](=[O:7])[CH2:5][C:4]([C@@H:34]1[CH2:33][CH2:32][N:31]([C:39]([O:41][CH3:42])=[O:40])[C@@H:30]([CH2:29][C:28]2[CH:43]=[CH:44][CH:45]=[CH:46][C:27]=2[F:26])[CH2:35]1)=[O:10])[CH3:12].[CH2:17]([O:8][C:6](=[O:7])[CH2:5][C:36]([C@H:34]1[CH2:33][CH2:32][N:31]([C:39]([O:41][CH3:42])=[O:40])[C@@H:30]([CH2:29][C:28]2[CH:43]=[CH:44][CH:45]=[CH:46][C:27]=2[F:26])[CH2:35]1)=[O:38])[CH3:18]. (3) Given the reactants [NH2:1][C:2]1[N:22]=[C:5]2[C:6]([C:10]3[CH:15]=[CH:14][C:13]([N:16]([CH3:21])[S:17]([CH3:20])(=[O:19])=[O:18])=[CH:12][CH:11]=3)=[CH:7][CH:8]=[CH:9][N:4]2[N:3]=1.Br[C:24]1[CH:38]=[CH:37][C:27]([CH2:28][N:29]2[CH2:34][CH2:33][S:32](=[O:36])(=[O:35])[CH2:31][CH2:30]2)=[CH:26][CH:25]=1.C1(P(C2CCCCC2)C2C=CC=CC=2C2C=CC=CC=2P(C2CCCCC2)C2CCCCC2)CCCCC1, predict the reaction product. The product is: [O:36]=[S:32]1(=[O:35])[CH2:33][CH2:34][N:29]([CH2:28][C:27]2[CH:37]=[CH:38][C:24]([NH:1][C:2]3[N:22]=[C:5]4[C:6]([C:10]5[CH:11]=[CH:12][C:13]([N:16]([CH3:21])[S:17]([CH3:20])(=[O:19])=[O:18])=[CH:14][CH:15]=5)=[CH:7][CH:8]=[CH:9][N:4]4[N:3]=3)=[CH:25][CH:26]=2)[CH2:30][CH2:31]1. (4) Given the reactants [Cl:1][C:2]1[CH:18]=[CH:17][C:5]2[CH2:6][CH2:7][N:8]([C:11](=[O:16])[C:12]([F:15])([F:14])[F:13])[CH2:9][CH2:10][C:4]=2[C:3]=1OS(C(F)(F)F)(=O)=O.[NH2:27][CH2:28][C:29]1[CH:34]=[CH:33][C:32]([O:35][CH2:36][C:37]([F:40])([F:39])[F:38])=[CH:31][N:30]=1, predict the reaction product. The product is: [Cl:1][C:2]1[CH:18]=[CH:17][C:5]2[CH2:6][CH2:7][N:8]([C:11](=[O:16])[C:12]([F:13])([F:15])[F:14])[CH2:9][CH2:10][C:4]=2[C:3]=1[NH:27][CH2:28][C:29]1[CH:34]=[CH:33][C:32]([O:35][CH2:36][C:37]([F:40])([F:38])[F:39])=[CH:31][N:30]=1.